From a dataset of In vitro SARS-CoV-2 activity screen of 1,480 approved drugs from Prestwick library. Binary Classification. Given a drug SMILES string, predict its activity (active/inactive) in a high-throughput screening assay against a specified biological target. (1) The compound is O=c1[nH]cnc2c1ncn2[C@H]1CC[C@@H](CO)O1. The result is 0 (inactive). (2) The molecule is CCC(C)(CN(C)C)OC(=O)c1ccccc1.Cl. The result is 0 (inactive). (3) The compound is Cl.NNc1nncc2ccccc12. The result is 0 (inactive). (4) The drug is OCC(CO)N[C@H]1C[C@](O)(CO)[C@@H](O)[C@H](O)[C@H]1O. The result is 0 (inactive). (5) The drug is C[C@]12CC[C@@H]3c4ccc(O)cc4CC[C@H]3[C@@H]1CC[C@@H]2O. The result is 0 (inactive).